From a dataset of Forward reaction prediction with 1.9M reactions from USPTO patents (1976-2016). Predict the product of the given reaction. (1) The product is: [Br:11][C:12]1[CH:17]=[CH:16][C:15]([O:18][CH2:2][CH2:3][CH2:4][CH2:5][C:6]([O:8][CH2:9][CH3:10])=[O:7])=[C:14]([CH:19]=[O:20])[CH:13]=1. Given the reactants Br[CH2:2][CH2:3][CH2:4][CH2:5][C:6]([O:8][CH2:9][CH3:10])=[O:7].[Br:11][C:12]1[CH:17]=[CH:16][C:15]([OH:18])=[C:14]([CH:19]=[O:20])[CH:13]=1.C(=O)([O-])[O-].[K+].[K+].O, predict the reaction product. (2) The product is: [CH3:1][O:2][C:3]1[CH:8]=[CH:7][C:6]([O:9][CH3:10])=[CH:5][C:4]=1[CH:11]([CH3:16])[CH2:12][OH:13]. Given the reactants [CH3:1][O:2][C:3]1[CH:8]=[CH:7][C:6]([O:9][CH3:10])=[CH:5][C:4]=1[CH:11]([CH3:16])[C:12](OC)=[O:13].[H-].[Al+3].[Li+].[H-].[H-].[H-].O.Cl, predict the reaction product. (3) The product is: [Cl:10][C:2]1[S:3][CH:4]=[C:5]([C:7]([OH:9])=[O:8])[N:6]=1. Given the reactants N[C:2]1[S:3][CH:4]=[C:5]([C:7]([OH:9])=[O:8])[N:6]=1.[ClH:10].N([O-])=O.[Na+].O, predict the reaction product. (4) Given the reactants [N:1]([CH2:4][CH:5]1[CH2:8][CH:7]([N:9]([CH2:11][C@@H:12]2[C@H:16]3[O:17][C:18]([CH3:21])([CH3:20])[O:19][C@H:15]3[C@H:14]([N:22]3[CH:30]=[N:29][C:28]4[C:23]3=[N:24][CH:25]=[N:26][C:27]=4[NH2:31])[O:13]2)[CH3:10])[CH2:6]1)=[N+]=[N-], predict the reaction product. The product is: [NH2:1][CH2:4][CH:5]1[CH2:6][CH:7]([N:9]([CH2:11][C@@H:12]2[C@H:16]3[O:17][C:18]([CH3:21])([CH3:20])[O:19][C@H:15]3[C@H:14]([N:22]3[CH:30]=[N:29][C:28]4[C:23]3=[N:24][CH:25]=[N:26][C:27]=4[NH2:31])[O:13]2)[CH3:10])[CH2:8]1. (5) Given the reactants [C:1]([N:4]1[C:13]2[C:12]3[N:14]=[C:15]([CH3:18])[N:16]([CH3:17])[C:11]=3[CH:10]=[CH:9][C:8]=2[C@@H:7](O)[C@H:6]([OH:20])[C@H:5]1[C:21]1[CH:26]=[CH:25][CH:24]=[CH:23][CH:22]=1)(=[O:3])[CH3:2].C(P(CCCC)CCCC)CCC.N(C(OC(C)C)=O)=NC(OC(C)C)=O, predict the reaction product. The product is: [C:1]([N:4]1[C:13]2[C:12]3[N:14]=[C:15]([CH3:18])[N:16]([CH3:17])[C:11]=3[CH:10]=[CH:9][C:8]=2[C@@H:7]2[O:20][C@@H:6]2[C@H:5]1[C:21]1[CH:26]=[CH:25][CH:24]=[CH:23][CH:22]=1)(=[O:3])[CH3:2]. (6) Given the reactants [F:1][C:2]1[CH:7]=[C:6]([F:8])[CH:5]=[CH:4][C:3]=1[C:9]1[CH:14]=[CH:13][C:12]([C@@H:15]([N:17]2[CH2:22][CH2:21][C@:20]([CH2:30][CH2:31][C:32]#[N:33])([C:23]3[CH:28]=[CH:27][C:26]([F:29])=[CH:25][CH:24]=3)[O:19][C:18]2=[O:34])[CH3:16])=[CH:11][CH:10]=1.[Sn]([N:39]=[N+:40]=[N-:41])(C)(C)C, predict the reaction product. The product is: [NH:39]1[C:32]([CH2:31][CH2:30][C@@:20]2([C:23]3[CH:28]=[CH:27][C:26]([F:29])=[CH:25][CH:24]=3)[O:19][C:18](=[O:34])[N:17]([C@H:15]([C:12]3[CH:13]=[CH:14][C:9]([C:3]4[CH:4]=[CH:5][C:6]([F:8])=[CH:7][C:2]=4[F:1])=[CH:10][CH:11]=3)[CH3:16])[CH2:22][CH2:21]2)=[N:33][N:41]=[N:40]1. (7) Given the reactants [N+:1]([O-:4])([O-])=[O:2].[K+].[F:6][C:7]1[CH:8]=[C:9]([NH2:25])[CH:10]=[CH:11][C:12]=1[O:13][C:14]1[CH:15]=[N:16][C:17]([S:20]([CH2:23][CH3:24])(=[O:22])=[O:21])=[CH:18][CH:19]=1, predict the reaction product. The product is: [F:6][C:7]1[C:12]([O:13][C:14]2[CH:15]=[N:16][C:17]([S:20]([CH2:23][CH3:24])(=[O:22])=[O:21])=[CH:18][CH:19]=2)=[CH:11][C:10]([N+:1]([O-:4])=[O:2])=[C:9]([NH2:25])[CH:8]=1. (8) Given the reactants [C:1]1([CH:7]([C:14]2[CH:19]=[CH:18][CH:17]=[CH:16][CH:15]=2)[N:8]2[CH2:12][CH2:11][C@H:10]([OH:13])[CH2:9]2)[CH:6]=[CH:5][CH:4]=[CH:3][CH:2]=1.C(N(CC)CC)C.[C:27]1([CH3:37])[CH:32]=[CH:31][C:30]([S:33](Cl)(=[O:35])=[O:34])=[CH:29][CH:28]=1, predict the reaction product. The product is: [C:14]1([CH:7]([C:1]2[CH:2]=[CH:3][CH:4]=[CH:5][CH:6]=2)[N:8]2[CH2:12][CH2:11][C@H:10]([O:13][S:33]([C:30]3[CH:31]=[CH:32][C:27]([CH3:37])=[CH:28][CH:29]=3)(=[O:35])=[O:34])[CH2:9]2)[CH:15]=[CH:16][CH:17]=[CH:18][CH:19]=1. (9) Given the reactants [CH2:1]([N:3]([CH3:25])[C:4]([C:6]1[CH:10]=[C:9]([C:11]2[CH:16]=[CH:15][C:14]([C:17]#[N:18])=[CH:13][CH:12]=2)[N:8]([C:19]2[CH:20]=[N:21][CH:22]=[CH:23][CH:24]=2)[N:7]=1)=[O:5])[CH3:2].Cl, predict the reaction product. The product is: [CH2:1]([N:3]([CH3:25])[C:4]([C:6]1[CH:10]=[C:9]([C:11]2[CH:12]=[CH:13][C:14]([CH2:17][NH2:18])=[CH:15][CH:16]=2)[N:8]([C:19]2[CH:20]=[N:21][CH:22]=[CH:23][CH:24]=2)[N:7]=1)=[O:5])[CH3:2]. (10) Given the reactants [H-].[Na+].[CH2:3]([C:5]1[N:10]=[C:9]([C:11]2[CH:16]=[CH:15][CH:14]=[CH:13][N:12]=2)[C:8]([OH:17])=[CH:7][CH:6]=1)[CH3:4].[Cl:18][C:19]1[CH:24]=[C:23](F)[CH:22]=[CH:21][N:20]=1, predict the reaction product. The product is: [Cl:18][C:19]1[CH:24]=[C:23]([O:17][C:8]2[C:9]([C:11]3[CH:16]=[CH:15][CH:14]=[CH:13][N:12]=3)=[N:10][C:5]([CH2:3][CH3:4])=[CH:6][CH:7]=2)[CH:22]=[CH:21][N:20]=1.